This data is from Full USPTO retrosynthesis dataset with 1.9M reactions from patents (1976-2016). The task is: Predict the reactants needed to synthesize the given product. (1) Given the product [C:4]([O:3][C:1]([NH:8][C@H:9]([CH:31]1[CH2:32][CH2:33][CH2:34][CH2:35][CH2:36]1)[CH2:10][O:58][C:53]1[CH:54]=[CH:55][CH:56]=[CH:57][C:52]=1[Br:51])=[O:2])([CH3:7])([CH3:6])[CH3:5], predict the reactants needed to synthesize it. The reactants are: [C:1]([NH:8][CH2:9][C@@H:10](C1CCCCC1)O)([O:3][C:4]([CH3:7])([CH3:6])[CH3:5])=[O:2].[C:31]1(P([C:31]2[CH:36]=[CH:35][CH:34]=[CH:33][CH:32]=2)[C:31]2[CH:36]=[CH:35][CH:34]=[CH:33][CH:32]=2)[CH:36]=[CH:35][CH:34]=[CH:33][CH:32]=1.N(C(OC(C)C)=O)=NC(OC(C)C)=O.[Br:51][C:52]1[CH:57]=[CH:56][CH:55]=[CH:54][C:53]=1[OH:58]. (2) Given the product [Br:11][C:8]1[CH:9]=[CH:10][C:5]2[N:6]([CH:7]=1)[C:2]1[N:1]=[C:17]([CH2:16][Cl:15])[NH:14][C:12](=[O:13])[C:3]=1[N:4]=2, predict the reactants needed to synthesize it. The reactants are: [NH2:1][C:2]1[N:6]2[CH:7]=[C:8]([Br:11])[CH:9]=[CH:10][C:5]2=[N:4][C:3]=1[C:12]([NH2:14])=[O:13].[Cl:15][CH2:16][C:17](Cl)=O.